This data is from M1 muscarinic receptor antagonist screen with 61,756 compounds. The task is: Binary Classification. Given a drug SMILES string, predict its activity (active/inactive) in a high-throughput screening assay against a specified biological target. (1) The compound is S(=O)(=O)(N1CCCCC1)c1cc(ccc1)C(=O)Nc1cc(ccc1)C(O)=O. The result is 0 (inactive). (2) The drug is o\1c2c(cc(c1=N/c1c(OC)cc(OC)cc1)C(=O)NCc1occc1)cccc2OC. The result is 0 (inactive). (3) The drug is s1c(NC(=O)CSc2n(c(nn2)Cn2nnc3c2cccc3)C)c(c(c1C)C)C(OC)=O. The result is 1 (active). (4) The molecule is O=C1N(C(Nc2c1cccc2)c1nc(ccc1)C)c1ccccc1. The result is 0 (inactive). (5) The drug is O=c1[nH]c2c(cc1CN(C1CCCCC1)Cc1n(nnn1)C1CCCC1)cccc2C. The result is 0 (inactive). (6) The compound is s1c2c(CCC2)c2c1n1Cc3c(c1nc2=O)cccc3. The result is 0 (inactive). (7) The compound is S(=O)(=O)(N1CCN(CC1)C(=O)CSCc1occc1C(OCC)=O)c1ccc(cc1)C. The result is 0 (inactive).